Dataset: Merck oncology drug combination screen with 23,052 pairs across 39 cell lines. Task: Regression. Given two drug SMILES strings and cell line genomic features, predict the synergy score measuring deviation from expected non-interaction effect. Drug 1: CN(C)C(=N)N=C(N)N. Drug 2: CNC(=O)c1cc(Oc2ccc(NC(=O)Nc3ccc(Cl)c(C(F)(F)F)c3)cc2)ccn1. Cell line: NCIH460. Synergy scores: synergy=10.1.